Dataset: Catalyst prediction with 721,799 reactions and 888 catalyst types from USPTO. Task: Predict which catalyst facilitates the given reaction. (1) Reactant: [NH2:1][C:2]1[C:3]([C:21]([OH:23])=[O:22])=[N:4][C:5]([C:14]2[CH:19]=[CH:18][C:17](=[O:20])[NH:16][CH:15]=2)=[C:6]([C:8]2[CH:13]=[CH:12][CH:11]=[CH:10][CH:9]=2)[N:7]=1.[CH:24](I)([CH3:26])[CH3:25].CC([O-])(C)C.[K+].CCOC(C)=O. Product: [NH2:1][C:2]1[C:3]([C:21]([O:23][CH:24]([CH3:26])[CH3:25])=[O:22])=[N:4][C:5]([C:14]2[CH:19]=[CH:18][C:17](=[O:20])[NH:16][CH:15]=2)=[C:6]([C:8]2[CH:9]=[CH:10][CH:11]=[CH:12][CH:13]=2)[N:7]=1. The catalyst class is: 18. (2) Reactant: [NH2:1][C:2]1[N:7]=[CH:6][N:5]=[C:4]2[N:8]([CH2:19][CH2:20][NH:21][CH2:22][C:23]3[CH:27]=[CH:26][S:25][CH:24]=3)[N:9]=[C:10]([C:11]3[CH:12]=[CH:13][C:14]([Cl:18])=[C:15]([OH:17])[CH:16]=3)[C:3]=12.[C:28](Cl)(=[O:31])[CH:29]=[CH2:30]. Product: [NH2:1][C:2]1[N:7]=[CH:6][N:5]=[C:4]2[N:8]([CH2:19][CH2:20][N:21]([CH2:22][C:23]3[CH:27]=[CH:26][S:25][CH:24]=3)[C:28](=[O:31])[CH:29]=[CH2:30])[N:9]=[C:10]([C:11]3[CH:12]=[CH:13][C:14]([Cl:18])=[C:15]([OH:17])[CH:16]=3)[C:3]=12. The catalyst class is: 2.